This data is from Full USPTO retrosynthesis dataset with 1.9M reactions from patents (1976-2016). The task is: Predict the reactants needed to synthesize the given product. (1) Given the product [NH2:7][CH:8]1[CH2:13][CH2:12][N:11]([S:14]([C:17]2[CH:18]=[C:19]3[C:23](=[CH:24][CH:25]=2)[N:22]([C:26]([CH:28]2[CH2:29][CH2:30]2)=[O:27])[CH2:21][CH2:20]3)(=[O:16])=[O:15])[CH2:10][CH2:9]1, predict the reactants needed to synthesize it. The reactants are: C(OC(=O)[NH:7][CH:8]1[CH2:13][CH2:12][N:11]([S:14]([C:17]2[CH:18]=[C:19]3[C:23](=[CH:24][CH:25]=2)[N:22]([C:26]([CH:28]2[CH2:30][CH2:29]2)=[O:27])[CH2:21][CH2:20]3)(=[O:16])=[O:15])[CH2:10][CH2:9]1)(C)(C)C.Cl. (2) Given the product [NH2:1][C:2]1[NH:3][C:4](=[O:9])[C:5]2[CH:12]=[CH:11][NH:8][C:6]=2[N:7]=1, predict the reactants needed to synthesize it. The reactants are: [NH2:1][C:2]1[N:7]=[C:6]([NH2:8])[CH:5]=[C:4]([OH:9])[N:3]=1.Cl[CH2:11][CH:12]=O.C([O-])(=O)C.[Na+].CN(C=O)C.